This data is from Full USPTO retrosynthesis dataset with 1.9M reactions from patents (1976-2016). The task is: Predict the reactants needed to synthesize the given product. (1) Given the product [CH:17]1([CH:16]([NH:15][C:14]2[C:6]3[C:5]4[CH:4]=[CH:3][C:2]([B:26]5[O:30][C:29]([CH3:32])([CH3:31])[C:28]([CH3:34])([CH3:33])[O:27]5)=[CH:10][C:9]=4[NH:8][C:7]=3[C:11]([C:23]([NH2:25])=[O:24])=[CH:12][N:13]=2)[CH:20]2[CH2:22][CH2:21]2)[CH2:19][CH2:18]1, predict the reactants needed to synthesize it. The reactants are: Cl[C:2]1[CH:3]=[CH:4][C:5]2[C:6]3[C:14]([NH:15][CH:16]([CH:20]4[CH2:22][CH2:21]4)[CH:17]4[CH2:19][CH2:18]4)=[N:13][CH:12]=[C:11]([C:23]([NH2:25])=[O:24])[C:7]=3[NH:8][C:9]=2[CH:10]=1.[B:26]1([B:26]2[O:30][C:29]([CH3:32])([CH3:31])[C:28]([CH3:34])([CH3:33])[O:27]2)[O:30][C:29]([CH3:32])([CH3:31])[C:28]([CH3:34])([CH3:33])[O:27]1.C1(P(C2CCCCC2)C2CCCCC2)CCCCC1.C([O-])(=O)C.[K+]. (2) Given the product [CH2:14]([O:13][C:11]([C:10]1[CH:9]=[N:8][N:7]2[C:2]([NH:35][C:34]3[CH:36]=[CH:37][CH:38]=[C:32]([CH3:31])[CH:33]=3)=[C:3]([C:16]([N:18]3[CH2:23][CH2:22][CH:21]([C:24]4[CH:29]=[CH:28][C:27]([F:30])=[CH:26][CH:25]=4)[CH2:20][CH2:19]3)=[O:17])[CH:4]=[N:5][C:6]=12)=[O:12])[CH3:15], predict the reactants needed to synthesize it. The reactants are: Cl[C:2]1[N:7]2[N:8]=[CH:9][C:10]([C:11]([O:13][CH2:14][CH3:15])=[O:12])=[C:6]2[N:5]=[CH:4][C:3]=1[C:16]([N:18]1[CH2:23][CH2:22][CH:21]([C:24]2[CH:29]=[CH:28][C:27]([F:30])=[CH:26][CH:25]=2)[CH2:20][CH2:19]1)=[O:17].[CH3:31][C:32]1[CH:33]=[C:34]([CH:36]=[CH:37][CH:38]=1)[NH2:35]. (3) Given the product [Cl:1][C:2]1[CH:7]=[C:6]([N:8]2[CH:12]=[CH:16][CH:15]=[CH:14]2)[CH:5]=[C:4]([Cl:9])[N:3]=1, predict the reactants needed to synthesize it. The reactants are: [Cl:1][C:2]1[CH:7]=[C:6]([NH2:8])[CH:5]=[C:4]([Cl:9])[N:3]=1.CO[C:12]1O[C:14](OC)=[CH:15][CH:16]=1. (4) Given the product [F:1][C:2]1[CH:7]=[CH:6][CH:5]=[CH:4][C:3]=1[N:8]1[C:12]([C:13]2[CH:18]=[CH:17][CH:16]=[CH:15][C:14]=2[C:19]2[CH:24]=[CH:23][CH:22]=[CH:21][C:20]=2[NH2:26])=[N:11][N:10]=[N:9]1, predict the reactants needed to synthesize it. The reactants are: [F:1][C:2]1[CH:7]=[CH:6][CH:5]=[CH:4][C:3]=1[N:8]1[C:12]([C:13]2[CH:18]=[CH:17][CH:16]=[CH:15][C:14]=2[C:19]2[CH:24]=[CH:23][CH:22]=[CH:21][C:20]=2O)=[N:11][N:10]=[N:9]1.[NH2:26]C1C=CC=CC=1B(O)O. (5) Given the product [F:40][C:39]([F:42])([F:41])[C:34]1[CH:35]=[N:36][CH:37]=[CH:38][C:33]=1[C:9]1[CH2:14][CH2:13][CH:12]([O:15][CH2:16][CH:17]2[CH2:22][CH2:21][N:20]([C:23]([O:25][C:26]([CH3:29])([CH3:28])[CH3:27])=[O:24])[CH2:19][CH2:18]2)[CH2:11][CH:10]=1, predict the reactants needed to synthesize it. The reactants are: CC1(C)C(C)(C)OB([C:9]2[CH2:14][CH2:13][CH:12]([O:15][CH2:16][CH:17]3[CH2:22][CH2:21][N:20]([C:23]([O:25][C:26]([CH3:29])([CH3:28])[CH3:27])=[O:24])[CH2:19][CH2:18]3)[CH2:11][CH:10]=2)O1.Cl.Cl[C:33]1[CH:38]=[CH:37][N:36]=[CH:35][C:34]=1[C:39]([F:42])([F:41])[F:40].C([O-])([O-])=O.[Na+].[Na+].